From a dataset of Reaction yield outcomes from USPTO patents with 853,638 reactions. Predict the reaction yield, written as a fraction of the theoretical maximum amount of product (1.0 means a 100% yield; for example, 0.34 means a 34% yield). (1) The reactants are [OH:1][C:2]1[N:7]([C:8]2[CH:13]=[CH:12][CH:11]=[C:10]([C:14]([F:17])([F:16])[F:15])[CH:9]=2)[N:6]=[C:5]([C:18]2[N:22]([C:23]3[CH:28]=[CH:27][CH:26]=[CH:25][CH:24]=3)[N:21]=[CH:20][CH:19]=2)[C:4](=[O:29])[CH:3]=1.[CH3:30][Si](C=[N+]=[N-])(C)C. The catalyst is CO. The product is [CH3:30][O:1][C:2]1[N:7]([C:8]2[CH:13]=[CH:12][CH:11]=[C:10]([C:14]([F:15])([F:17])[F:16])[CH:9]=2)[N:6]=[C:5]([C:18]2[N:22]([C:23]3[CH:24]=[CH:25][CH:26]=[CH:27][CH:28]=3)[N:21]=[CH:20][CH:19]=2)[C:4](=[O:29])[CH:3]=1. The yield is 0.100. (2) The reactants are [Cl:1][C:2]1[C:3]([CH3:25])=[C:4]([C:22](=[O:24])[CH3:23])[C:5]([OH:21])=[C:6]([O:10][CH2:11][CH2:12][CH2:13][C:14]2[CH:19]=[CH:18][C:17]([F:20])=[CH:16][CH:15]=2)[C:7]=1[O:8][CH3:9].[Br:26][CH2:27][CH2:28]Br. No catalyst specified. The product is [Br:26][CH2:27][CH2:28][O:21][C:5]1[C:6]([O:10][CH2:11][CH2:12][CH2:13][C:14]2[CH:19]=[CH:18][C:17]([F:20])=[CH:16][CH:15]=2)=[C:7]([O:8][CH3:9])[C:2]([Cl:1])=[C:3]([CH3:25])[C:4]=1[C:22](=[O:24])[CH3:23]. The yield is 0.640. (3) The reactants are [NH2:1][C:2]1[CH:7]=[CH:6][C:5]([OH:8])=[CH:4][C:3]=1[N+:9]([O-:11])=[O:10].C(=O)([O-])[O-].[Cs+].[Cs+].Br[CH:19]([CH3:21])[CH3:20]. The catalyst is CN(C=O)C. The product is [CH:19]([O:8][C:5]1[CH:6]=[CH:7][C:2]([NH2:1])=[C:3]([N+:9]([O-:11])=[O:10])[CH:4]=1)([CH3:21])[CH3:20]. The yield is 0.830. (4) The product is [C:3]([C:2]([NH:1][C:28](=[O:29])[C:27]1[CH:31]=[CH:32][C:24]([O:23][C:22]([F:21])([F:33])[F:34])=[CH:25][CH:26]=1)([CH3:20])[CH2:5][O:6][C:7]1[CH:8]=[CH:9][C:10]2[CH2:14][O:13][B:12]([OH:15])[C:11]=2[C:16]=1[O:17][CH2:18][CH3:19])#[N:4]. The reactants are [NH2:1][C:2]([CH3:20])([CH2:5][O:6][C:7]1[CH:8]=[CH:9][C:10]2[CH2:14][O:13][B:12]([OH:15])[C:11]=2[C:16]=1[O:17][CH2:18][CH3:19])[C:3]#[N:4].[F:21][C:22]([F:34])([F:33])[O:23][C:24]1[CH:32]=[CH:31][C:27]([C:28](O)=[O:29])=[CH:26][CH:25]=1.CN(C(ON1N=NC2C=CC=NC1=2)=[N+](C)C)C.F[P-](F)(F)(F)(F)F.CCN(C(C)C)C(C)C. The catalyst is CN(C=O)C. The yield is 0.300. (5) The reactants are [CH3:1][C:2]1[C:3]2[N:4]([C:8]([C:11]([F:14])([F:13])[F:12])=[N:9][N:10]=2)[CH:5]=[CH:6][N:7]=1.[H][H]. The catalyst is C(O)C.[Pd]. The product is [CH3:1][CH:2]1[NH:7][CH2:6][CH2:5][N:4]2[C:8]([C:11]([F:14])([F:12])[F:13])=[N:9][N:10]=[C:3]12. The yield is 0.960. (6) The reactants are [CH3:1][O:2][C:3]1[CH:4]=[C:5]2[C:10](=[CH:11][CH:12]=1)[C:9](=[O:13])[CH2:8][CH2:7][CH2:6]2.[B-](F)(F)(F)[F:15].[B-](F)(F)(F)F.C1[N+]2(CCl)CC[N+](F)(CC2)C1. The catalyst is C(#N)C. The product is [F:15][C:4]1[C:3]([O:2][CH3:1])=[CH:12][CH:11]=[C:10]2[C:5]=1[CH2:6][CH2:7][CH2:8][C:9]2=[O:13]. The yield is 0.410. (7) The reactants are Cl[C:2]1[N:7]=[C:6]([NH:8][C:9]2[CH:10]=[CH:11][C:12]3[O:16][C:15](=[O:17])[NH:14][C:13]=3[CH:18]=2)[C:5]([CH3:19])=[CH:4][N:3]=1.[CH3:20][N:21]1[CH2:26][CH2:25][N:24]([C:27]2[N:32]=[CH:31][C:30]([NH2:33])=[CH:29][CH:28]=2)[CH2:23][CH2:22]1.C(O)(C(F)(F)F)=O. The catalyst is C(O)CC. The product is [O:16]1[C:12]2[CH:11]=[CH:10][C:9]([NH:8][C:6]3[C:5]([CH3:19])=[CH:4][N:3]=[C:2]([NH:33][C:30]4[CH:29]=[CH:28][C:27]([N:24]5[CH2:25][CH2:26][N:21]([CH3:20])[CH2:22][CH2:23]5)=[N:32][CH:31]=4)[N:7]=3)=[CH:18][C:13]=2[NH:14][C:15]1=[O:17]. The yield is 0.530. (8) The reactants are [CH3:1][Mg+].[Br-].[Cl:4][C:5]1[CH:6]=[N:7][CH:8]=[CH:9][C:10]=1[C:11](N(C)OC)=[O:12]. The catalyst is C1COCC1. The product is [Cl:4][C:5]1[CH:6]=[N:7][CH:8]=[CH:9][C:10]=1[C:11](=[O:12])[CH3:1]. The yield is 0.890.